This data is from Full USPTO retrosynthesis dataset with 1.9M reactions from patents (1976-2016). The task is: Predict the reactants needed to synthesize the given product. (1) The reactants are: [O:1]1[CH2:6][CH2:5][NH:4][C:3]2[N:7]=[CH:8][CH:9]=[CH:10][C:2]1=2.[H-].[Na+].Cl[CH2:14][CH:15]1[O:19][CH2:18][CH2:17][O:16]1.O. Given the product [O:16]1[CH2:17][CH2:18][O:19][CH:15]1[CH2:14][N:4]1[CH2:5][CH2:6][O:1][C:2]2[CH:10]=[CH:9][CH:8]=[N:7][C:3]1=2, predict the reactants needed to synthesize it. (2) Given the product [CH3:11][CH:10]1[C:6]2[C:7](=[CH:2][N:3]=[C:4]([CH2:12][OH:13])[CH:5]=2)[O:8][CH2:9]1, predict the reactants needed to synthesize it. The reactants are: Cl[C:2]1[N:3]=[C:4]([CH2:12][OH:13])[CH:5]=[C:6]2[CH:10]([CH3:11])[CH2:9][O:8][C:7]=12.[OH-].[Na+].